This data is from Full USPTO retrosynthesis dataset with 1.9M reactions from patents (1976-2016). The task is: Predict the reactants needed to synthesize the given product. (1) Given the product [I:20][C:11]1[CH:12]=[C:13]([C:15]([F:17])([F:16])[F:18])[CH:14]=[C:9]([C:6]2[CH:7]=[CH:8][C:3]([O:2][CH3:1])=[CH:4][CH:5]=2)[C:10]=1[NH2:19], predict the reactants needed to synthesize it. The reactants are: [CH3:1][O:2][C:3]1[CH:8]=[CH:7][C:6]([C:9]2[C:10]([NH2:19])=[CH:11][CH:12]=[C:13]([C:15]([F:18])([F:17])[F:16])[CH:14]=2)=[CH:5][CH:4]=1.[I:20]I. (2) Given the product [OH:4][CH2:5][CH2:6][CH:7]([NH:19][C:20]([N:22]1[CH2:27][C:26](=[O:28])[NH:25][C:24]2[CH:29]=[CH:30][CH:31]=[N:32][C:23]1=2)=[O:21])[C:8]1[CH:9]=[CH:10][C:11]([O:14][C:15]([F:18])([F:16])[F:17])=[CH:12][CH:13]=1, predict the reactants needed to synthesize it. The reactants are: C([O:4][CH2:5][CH2:6][CH:7]([NH:19][C:20]([N:22]1[CH2:27][C:26](=[O:28])[NH:25][C:24]2[CH:29]=[CH:30][CH:31]=[N:32][C:23]1=2)=[O:21])[C:8]1[CH:13]=[CH:12][C:11]([O:14][C:15]([F:18])([F:17])[F:16])=[CH:10][CH:9]=1)(=O)C.C(=O)([O-])[O-].[K+].[K+]. (3) Given the product [CH2:8]([O:15][C:16]1[CH:40]=[CH:39][C:38]([CH:41]2[CH2:42][CH2:43][NH:44][CH2:45][CH2:46]2)=[CH:37][C:17]=1[C:18]([NH:20][C:21]1[CH:30]=[C:29]([C:31]2[CH:36]=[CH:35][CH:34]=[CH:33][CH:32]=2)[CH:28]=[CH:27][C:22]=1[C:23]([O:25][CH3:26])=[O:24])=[O:19])[C:9]1[CH:10]=[CH:11][CH:12]=[CH:13][CH:14]=1, predict the reactants needed to synthesize it. The reactants are: FC(F)(F)C(O)=O.[CH2:8]([O:15][C:16]1[CH:40]=[CH:39][C:38]([CH:41]2[CH2:46][CH2:45][N:44](C(OC(C)(C)C)=O)[CH2:43][CH2:42]2)=[CH:37][C:17]=1[C:18]([NH:20][C:21]1[CH:30]=[C:29]([C:31]2[CH:36]=[CH:35][CH:34]=[CH:33][CH:32]=2)[CH:28]=[CH:27][C:22]=1[C:23]([O:25][CH3:26])=[O:24])=[O:19])[C:9]1[CH:14]=[CH:13][CH:12]=[CH:11][CH:10]=1. (4) Given the product [Br:17][CH2:16][C:3]1[CH:4]=[CH:5][C:6]([F:15])=[C:7]([O:8][C:9]2[CH:14]=[CH:13][CH:12]=[CH:11][CH:10]=2)[C:2]=1[F:1], predict the reactants needed to synthesize it. The reactants are: [F:1][C:2]1[C:7]([O:8][C:9]2[CH:14]=[CH:13][CH:12]=[CH:11][CH:10]=2)=[C:6]([F:15])[CH:5]=[CH:4][C:3]=1[CH3:16].[Br:17]N1C(=O)CCC1=O.O. (5) Given the product [NH2:20][S:17]([C:10]1[CH:11]=[C:12]([O:15][CH3:16])[CH:13]=[CH:14][C:9]=1[NH:8][C:25](=[O:26])[CH2:24][CH2:23][CH2:22][Cl:21])(=[O:18])=[O:19], predict the reactants needed to synthesize it. The reactants are: C(N(CC)CC)C.[NH2:8][C:9]1[CH:14]=[CH:13][C:12]([O:15][CH3:16])=[CH:11][C:10]=1[S:17]([NH2:20])(=[O:19])=[O:18].[Cl:21][CH2:22][CH2:23][CH2:24][C:25](Cl)=[O:26]. (6) Given the product [F:25][C:22]([F:23])([F:24])[CH2:21][NH:20][C:19]1[N:18]=[C:17]([NH:26][C:27]2[CH:28]=[CH:29][C:30]([C:31]([OH:33])=[O:32])=[CH:36][CH:37]=2)[NH:16][C:15]2=[N:11][CH:12]=[CH:13][C:14]=12, predict the reactants needed to synthesize it. The reactants are: CC1C=CC(S([N:11]2[C:15]3[N:16]=[C:17]([NH:26][C:27]4[CH:37]=[CH:36][C:30]([C:31]([O:33]CC)=[O:32])=[CH:29][CH:28]=4)[N:18]=[C:19]([NH:20][CH2:21][C:22]([F:25])([F:24])[F:23])[C:14]=3[CH:13]=[CH:12]2)(=O)=O)=CC=1.[OH-].[Na+].C(O)(=O)C. (7) Given the product [CH3:1][N:2]1[CH2:3][CH2:4][N:5]([C:8]2[N:13]=[CH:12][C:11]([C:14]3[CH:19]=[CH:18][N:17]4[C:20]([C:23]5[CH:28]=[CH:27][C:26]([NH2:29])=[CH:25][CH:24]=5)=[CH:21][N:22]=[C:16]4[CH:15]=3)=[CH:10][N:9]=2)[CH2:6][CH2:7]1, predict the reactants needed to synthesize it. The reactants are: [CH3:1][N:2]1[CH2:7][CH2:6][N:5]([C:8]2[N:13]=[CH:12][C:11]([C:14]3[CH:19]=[CH:18][N:17]4[C:20]([C:23]5[CH:28]=[CH:27][C:26]([N+:29]([O-])=O)=[CH:25][CH:24]=5)=[CH:21][N:22]=[C:16]4[CH:15]=3)=[CH:10][N:9]=2)[CH2:4][CH2:3]1.CN(C)N.